Dataset: Peptide-MHC class I binding affinity with 185,985 pairs from IEDB/IMGT. Task: Regression. Given a peptide amino acid sequence and an MHC pseudo amino acid sequence, predict their binding affinity value. This is MHC class I binding data. (1) The MHC is Mamu-B01 with pseudo-sequence Mamu-B01. The peptide sequence is NSKFKNFRVYY. The binding affinity (normalized) is 0. (2) The peptide sequence is KGHLPLLDK. The MHC is HLA-A03:01 with pseudo-sequence HLA-A03:01. The binding affinity (normalized) is 0.628. (3) The peptide sequence is TAPPEDPAVDL. The MHC is HLA-B27:05 with pseudo-sequence HLA-B27:05. The binding affinity (normalized) is 0. (4) The peptide sequence is VTTEVAFGL. The MHC is Mamu-A01 with pseudo-sequence Mamu-A01. The binding affinity (normalized) is 0.949. (5) The peptide sequence is EHGIVIRAF. The MHC is HLA-A03:01 with pseudo-sequence HLA-A03:01. The binding affinity (normalized) is 0.0847.